From a dataset of Reaction yield outcomes from USPTO patents with 853,638 reactions. Predict the reaction yield, written as a fraction of the theoretical maximum amount of product (1.0 means a 100% yield; for example, 0.34 means a 34% yield). (1) The reactants are [CH:1]1([CH:6]2[NH:10][NH:9][C:8](=[O:11])[CH2:7]2)[CH2:5][CH2:4][CH2:3][CH2:2]1.Cl[C:13]1[CH:20]=[CH:19][C:16]([C:17]#[N:18])=[C:15]([CH3:21])[N:14]=1. The catalyst is O. The product is [CH:1]1([CH:6]2[N:10]([C:13]3[CH:20]=[CH:19][C:16]([C:17]#[N:18])=[C:15]([CH3:21])[N:14]=3)[NH:9][C:8](=[O:11])[CH2:7]2)[CH2:2][CH2:3][CH2:4][CH2:5]1. The yield is 0.870. (2) The reactants are [NH2:1][C:2]1[CH:7]=[CH:6][C:5]([CH2:8][CH2:9][CH2:10][C:11]([OH:13])=[O:12])=[CH:4][CH:3]=1.C1C(=O)N([O:21][C:22]([O:24][CH2:25][CH:26]2[C:38]3[C:33](=[CH:34][CH:35]=[CH:36][CH:37]=3)[C:32]3[C:27]2=[CH:28][CH:29]=[CH:30][CH:31]=3)=O)C(=O)C1.C1COCC1. The catalyst is C([O-])(O)=O.[Na+]. The product is [CH:37]1[C:38]2[CH:26]([CH2:25][O:24][C:22]([NH:1][C:2]3[CH:3]=[CH:4][C:5]([CH2:8][CH2:9][CH2:10][C:11]([OH:13])=[O:12])=[CH:6][CH:7]=3)=[O:21])[C:27]3[C:32](=[CH:31][CH:30]=[CH:29][CH:28]=3)[C:33]=2[CH:34]=[CH:35][CH:36]=1. The yield is 0.980. (3) The reactants are [OH-].[Na+].C([O:5][C:6](=[O:27])[CH2:7][C:8]([CH:22]1[CH2:26][CH2:25][CH2:24][CH2:23]1)([OH:21])[CH2:9][CH2:10][NH:11][C:12](=[O:20])[CH2:13][CH2:14][C:15]1[O:16][CH:17]=[CH:18][CH:19]=1)C. The catalyst is C(Cl)Cl. The product is [CH:22]1([C:8]([OH:21])([CH2:9][CH2:10][NH:11][C:12](=[O:20])[CH2:13][CH2:14][C:15]2[O:16][CH:17]=[CH:18][CH:19]=2)[CH2:7][C:6]([OH:27])=[O:5])[CH2:23][CH2:24][CH2:25][CH2:26]1. The yield is 0.370. (4) The reactants are O[C:2]1[CH:3]=[C:4]([NH:8][C:9]2[N:14]=[C:13]([NH:15][C:16]3[CH:21]=[CH:20][CH:19]=[C:18](O)[CH:17]=3)[C:12]([F:23])=[CH:11][N:10]=2)[CH:5]=[CH:6][CH:7]=1.[NH2:24][C:25]1C=C(C=CC=1)C#N.Cl[C:34]1N=C(Cl)C(F)=C[N:35]=1. No catalyst specified. The product is [C:25]([C:2]1[CH:3]=[C:4]([NH:8][C:9]2[N:14]=[C:13]([NH:15][C:16]3[CH:21]=[CH:20][CH:19]=[C:18]([C:34]#[N:35])[CH:17]=3)[C:12]([F:23])=[CH:11][N:10]=2)[CH:5]=[CH:6][CH:7]=1)#[N:24]. The yield is 0.760. (5) The reactants are [N:1]([O-])=O.[Na+].[NH2:5][C:6]1[CH:7]=[C:8]([CH:13]=[CH:14][C:15]=1[CH3:16])[C:9]([O:11][CH3:12])=[O:10].C(O)(=O)C. The catalyst is O. The product is [NH:5]1[C:6]2[C:15](=[CH:14][CH:13]=[C:8]([C:9]([O:11][CH3:12])=[O:10])[CH:7]=2)[CH:16]=[N:1]1. The yield is 0.800. (6) The reactants are [Br:1][CH2:2][CH2:3][CH2:4][O:5][C:6]1[CH:13]=[CH:12][C:9](C=O)=[C:8]([B:14]2[O:18][C:17](C)(C)C(C)(C)[O:15]2)[CH:7]=1.[BH4-].[Na+]. The catalyst is C(Cl)Cl.CO. The product is [Br:1][CH2:2][CH2:3][CH2:4][O:5][C:6]1[CH:13]=[CH:12][C:9]2[CH2:17][O:18][B:14]([OH:15])[C:8]=2[CH:7]=1. The yield is 0.620.